The task is: Predict the product of the given reaction.. This data is from Forward reaction prediction with 1.9M reactions from USPTO patents (1976-2016). (1) Given the reactants Br[C:2]1[CH:7]=[CH:6][CH:5]=[CH:4][C:3]=1[O:8][CH3:9].C([Li])CCC.Cl[P:16]([CH:22]1[CH2:26][CH2:25][CH2:24][CH2:23]1)[CH:17]1[CH2:21][CH2:20][CH2:19][CH2:18]1, predict the reaction product. The product is: [CH:22]1([P:16]([CH:17]2[CH2:18][CH2:19][CH2:20][CH2:21]2)[C:2]2[CH:7]=[CH:6][CH:5]=[CH:4][C:3]=2[O:8][CH3:9])[CH2:23][CH2:24][CH2:25][CH2:26]1. (2) Given the reactants Cl.Cl.Cl.C[CH:5]([C:24](=[O:26])[OH:25])[CH2:6][C@H:7]([C:9]([N:11]1[CH2:16][CH2:15][CH:14]([CH:17]2[CH2:22][CH2:21][N:20]([CH3:23])[CH2:19][CH2:18]2)[CH2:13][CH2:12]1)=[O:10])[NH2:8].[Cl:27][C:28]1[CH:29]=[C:30]2[C:34](=[CH:35][CH:36]=1)[NH:33][C:32]([C:37](O)=[O:38])=[CH:31]2.[Li+].[OH-].Cl, predict the reaction product. The product is: [ClH:27].[Cl:27][C:28]1[CH:29]=[C:30]2[C:34](=[CH:35][CH:36]=1)[NH:33][C:32]([C:37]([NH:8][C@@H:7]([C:9]([N:11]1[CH2:12][CH2:13][CH:14]([CH:17]3[CH2:22][CH2:21][N:20]([CH3:23])[CH2:19][CH2:18]3)[CH2:15][CH2:16]1)=[O:10])[CH2:6][CH2:5][C:24](=[O:26])[OH:25])=[O:38])=[CH:31]2. (3) Given the reactants COC1C=CC=C(OC)C=1C1C=CC=CC=1P(C1CCCCC1)C1CCCCC1.Cl[C:31]1[CH:32]=[N:33][C:34]2[C:35](=[O:44])[NH:36][CH:37]([O:42][CH3:43])[CH:38]([F:41])[C:39]=2[CH:40]=1.[CH3:45][N:46](C=O)C, predict the reaction product. The product is: [F:41][CH:38]1[CH:37]([O:42][CH3:43])[NH:36][C:35](=[O:44])[C:34]2[N:33]=[CH:32][C:31]([C:45]#[N:46])=[CH:40][C:39]1=2. (4) Given the reactants [C:1]([C:4]([C:15]1[CH:20]=[CH:19][CH:18]=[CH:17][CH:16]=1)([C:10]([O:12][CH2:13][CH3:14])=[O:11])[C:5]([O:7][CH2:8][CH3:9])=[O:6])(=O)[CH3:2].[C:21]([CH2:23][C:24]([O:26][CH2:27][CH3:28])=[O:25])#[N:22].C([O-])(=O)C.[NH4+], predict the reaction product. The product is: [CH2:27]([O:26][C:24](=[O:25])[C:23]([C:21]#[N:22])=[C:1]([CH3:2])[C:4]([C:5]([O:7][CH2:8][CH3:9])=[O:6])([C:10]([O:12][CH2:13][CH3:14])=[O:11])[C:15]1[CH:20]=[CH:19][CH:18]=[CH:17][CH:16]=1)[CH3:28]. (5) Given the reactants [C:1]([C:5]1[N:10]=[C:9]([N:11]2[CH2:16][CH2:15][NH:14][CH2:13][CH2:12]2)[CH:8]=[C:7]([CH:17]2[CH2:20][CH2:19][CH2:18]2)[N:6]=1)([CH3:4])([CH3:3])[CH3:2].Cl[CH2:22][CH2:23][CH2:24][O:25][C:26](=[O:28])[CH3:27].C(N(CC)CC)C, predict the reaction product. The product is: [C:1]([C:5]1[N:10]=[C:9]([N:11]2[CH2:12][CH2:13][N:14]([CH2:22][CH2:23][CH2:24][O:25][C:26](=[O:28])[CH3:27])[CH2:15][CH2:16]2)[CH:8]=[C:7]([CH:17]2[CH2:20][CH2:19][CH2:18]2)[N:6]=1)([CH3:4])([CH3:2])[CH3:3]. (6) Given the reactants [OH-].[Na+].BrBr.Br[O-].[CH3:7][O:8][C:9]12[CH2:17][CH:13]3[CH2:14][CH:15]([CH2:16]1)[C:11]([C:18](=[O:20])C)([CH2:12]3)[CH2:10]2.CC(O)=[O:23], predict the reaction product. The product is: [CH3:7][O:8][C:9]12[CH2:17][CH:13]3[CH2:14][CH:15]([CH2:16]1)[C:11]([C:18]([OH:20])=[O:23])([CH2:12]3)[CH2:10]2. (7) Given the reactants [F:1][C:2]1[CH:7]=[CH:6][C:5]([C:8]2[C:13](=[O:14])[N:12]([CH:15]([C:17](=[O:19])[CH3:18])[CH3:16])[CH:11]=[C:10]([C:20]([O:22][CH3:23])=[O:21])[CH:9]=2)=[CH:4][CH:3]=1.[CH3:24][Mg]Br, predict the reaction product. The product is: [F:1][C:2]1[CH:7]=[CH:6][C:5]([C:8]2[C:13](=[O:14])[N:12]([CH:15]([C:17]([OH:19])([CH3:24])[CH3:18])[CH3:16])[CH:11]=[C:10]([C:20]([O:22][CH3:23])=[O:21])[CH:9]=2)=[CH:4][CH:3]=1.